Dataset: Forward reaction prediction with 1.9M reactions from USPTO patents (1976-2016). Task: Predict the product of the given reaction. Given the reactants [Br:1][C:2]1[S:3][C:4]([CH3:10])=[CH:5][C:6]=1[C:7](Cl)=[O:8].BrC1SC(C)=CC=1C(O)=O.S(Cl)(Cl)=O.[NH2:25][C:26]1[C:31]([CH3:32])=[CH:30][CH:29]=[CH:28][C:27]=1[OH:33].C(OC(C)C)(C)C.C(OCC)(=O)C, predict the reaction product. The product is: [OH:33][C:27]1[CH:28]=[CH:29][CH:30]=[C:31]([CH3:32])[C:26]=1[NH:25][C:7]([C:6]1[CH:5]=[C:4]([CH3:10])[S:3][C:2]=1[Br:1])=[O:8].